From a dataset of Reaction yield outcomes from USPTO patents with 853,638 reactions. Predict the reaction yield, written as a fraction of the theoretical maximum amount of product (1.0 means a 100% yield; for example, 0.34 means a 34% yield). (1) The reactants are [C:1]1([C:6]([F:13])([F:12])[C:7]([O:9][CH2:10][CH3:11])=[O:8])[CH2:5][CH2:4][CH2:3][CH:2]=1. The catalyst is C(OCC)(=O)C.[OH-].[Pd+2].[OH-]. The product is [CH:1]1([C:6]([F:12])([F:13])[C:7]([O:9][CH2:10][CH3:11])=[O:8])[CH2:2][CH2:3][CH2:4][CH2:5]1. The yield is 0.590. (2) The reactants are [Mg].Br[C:3]1[CH:8]=[CH:7][C:6]([CH2:9][CH2:10][CH2:11][CH3:12])=[C:5]([CH3:13])[CH:4]=1.BrCCBr.[N:18]1[C:27]2[C:22](=[CH:23][C:24]([CH:28]=[O:29])=[CH:25][CH:26]=2)[CH:21]=[CH:20][CH:19]=1.[Cl-].[NH4+]. The catalyst is O1CCCC1. The product is [CH2:9]([C:6]1[CH:7]=[CH:8][C:3]([CH:28]([C:24]2[CH:23]=[C:22]3[C:27](=[CH:26][CH:25]=2)[N:18]=[CH:19][CH:20]=[CH:21]3)[OH:29])=[CH:4][C:5]=1[CH3:13])[CH2:10][CH2:11][CH3:12]. The yield is 0.780. (3) The reactants are [C:1]([C:3]1[CH:8]=[CH:7][CH:6]=[CH:5][C:4]=1[C:9]1[CH:14]=[CH:13][C:12]([CH2:15][C:16]2[C:21](=[O:22])[N:20]([C:23]3[CH:36]=[CH:35][C:26]([O:27][C:28]([CH3:34])([CH3:33])[C:29](OC)=[O:30])=[CH:25][CH:24]=3)[C:19]([CH3:37])=[N:18][C:17]=2[CH2:38][CH2:39][CH3:40])=[C:11]([F:41])[CH:10]=1)#[N:2].[BH4-].[Li+].C(OCC)(=O)C.O. The catalyst is O1CCCC1. The product is [F:41][C:11]1[CH:10]=[C:9]([C:4]2[C:3]([C:1]#[N:2])=[CH:8][CH:7]=[CH:6][CH:5]=2)[CH:14]=[CH:13][C:12]=1[CH2:15][C:16]1[C:21](=[O:22])[N:20]([C:23]2[CH:36]=[CH:35][C:26]([O:27][C:28]([CH3:33])([CH3:34])[CH2:29][OH:30])=[CH:25][CH:24]=2)[C:19]([CH3:37])=[N:18][C:17]=1[CH2:38][CH2:39][CH3:40]. The yield is 0.730. (4) The reactants are [N:1]1[C:6]2[N:7]=[CH:8][CH:9]=[CH:10][C:5]=2[C:4](O)=[N:3][CH:2]=1.O=P(Cl)(Cl)[Cl:14]. No catalyst specified. The product is [Cl:14][C:4]1[C:5]2[CH:10]=[CH:9][CH:8]=[N:7][C:6]=2[N:1]=[CH:2][N:3]=1. The yield is 0.0760. (5) The product is [CH3:9][O:10][C:11](=[O:22])[C:12]1[CH:17]=[C:16]([N+:18]([O-:20])=[O:19])[CH:15]=[C:14]([N:3]2[CH:4]=[CH:5][C:6]([CH3:8])=[CH:7][C:2]2=[O:1])[CH:13]=1. The catalyst is [Cu]I.O1CCOCC1. The reactants are [OH:1][C:2]1[CH:7]=[C:6]([CH3:8])[CH:5]=[CH:4][N:3]=1.[CH3:9][O:10][C:11](=[O:22])[C:12]1[CH:17]=[C:16]([N+:18]([O-:20])=[O:19])[CH:15]=[C:14](I)[CH:13]=1.N1C2C(=CC=C3C=2N=CC=C3)C=CC=1.[O-]P([O-])([O-])=O.[K+].[K+].[K+]. The yield is 0.610. (6) The product is [C:1]([O:5][C:6]([N:8]([C:32]([O:34][C:35]([CH3:38])([CH3:37])[CH3:36])=[O:33])[C:9]1[C:10]([C:16]2[N:17]([C:25]([O:27][C:28]([CH3:31])([CH3:30])[CH3:29])=[O:26])[C:18]3[C:23]([CH:24]=2)=[CH:22][CH:21]=[CH:20][CH:19]=3)=[N:11][C:12]([N:39]2[CH2:44][CH2:43][NH:42][CH2:41][CH2:40]2)=[CH:13][N:14]=1)=[O:7])([CH3:4])([CH3:3])[CH3:2]. The catalyst is CN(C=O)C.CCOC(C)=O.O. The reactants are [C:1]([O:5][C:6]([N:8]([C:32]([O:34][C:35]([CH3:38])([CH3:37])[CH3:36])=[O:33])[C:9]1[C:10]([C:16]2[N:17]([C:25]([O:27][C:28]([CH3:31])([CH3:30])[CH3:29])=[O:26])[C:18]3[C:23]([CH:24]=2)=[CH:22][CH:21]=[CH:20][CH:19]=3)=[N:11][C:12](Br)=[CH:13][N:14]=1)=[O:7])([CH3:4])([CH3:3])[CH3:2].[NH:39]1[CH2:44][CH2:43][NH:42][CH2:41][CH2:40]1. The yield is 1.00. (7) The yield is 0.740. The product is [Cl:1][C:2]1[C:3]([CH3:39])=[N:4][O:5][C:6]=1[N:7]([CH2:33][O:34][CH2:35][CH2:36][O:37][CH3:38])[S:8]([C:11]1[C:19]2[C:14](=[N:15][CH:16]=[CH:17][CH:18]=2)[S:13][C:12]=1[C:20](=[O:32])[CH2:21][CH2:22][C:23]1[CH:28]=[CH:27][C:26]2[O:29][CH2:30][O:31][C:25]=2[CH:24]=1)(=[O:9])=[O:10]. The reactants are [Cl:1][C:2]1[C:3]([CH3:39])=[N:4][O:5][C:6]=1[N:7]([CH2:33][O:34][CH2:35][CH2:36][O:37][CH3:38])[S:8]([C:11]1[C:19]2[C:14](=[N:15][CH:16]=[CH:17][CH:18]=2)[S:13][C:12]=1[CH:20]([OH:32])[CH2:21][CH2:22][C:23]1[CH:28]=[CH:27][C:26]2[O:29][CH2:30][O:31][C:25]=2[CH:24]=1)(=[O:10])=[O:9].C1C=C[NH+]=CC=1.[O-][Cr](Cl)(=O)=O. The catalyst is C(Cl)Cl.